This data is from Reaction yield outcomes from USPTO patents with 853,638 reactions. The task is: Predict the reaction yield, written as a fraction of the theoretical maximum amount of product (1.0 means a 100% yield; for example, 0.34 means a 34% yield). (1) The reactants are Cl[C:2]1[CH:7]=[CH:6][N:5]2[N:8]=[CH:9][C:10]([C:11]([O:13][CH2:14][CH3:15])=[O:12])=[C:4]2[N:3]=1.Cl.[F:17][C:18]1[CH:19]=[CH:20][C:21]([C:29]([F:32])([F:31])[F:30])=[C:22]([C@H:24]2[CH2:28][CH2:27][CH2:26][NH:25]2)[CH:23]=1.C(N(C(C)C)CC)(C)C. The catalyst is C(O)(C)C. The product is [F:17][C:18]1[CH:19]=[CH:20][C:21]([C:29]([F:32])([F:30])[F:31])=[C:22]([C@H:24]2[CH2:28][CH2:27][CH2:26][N:25]2[C:2]2[CH:7]=[CH:6][N:5]3[N:8]=[CH:9][C:10]([C:11]([O:13][CH2:14][CH3:15])=[O:12])=[C:4]3[N:3]=2)[CH:23]=1. The yield is 0.964. (2) The reactants are [NH2:1][CH2:2][C:3]1[CH:21]=[CH:20][CH:19]=[C:18]([CH3:22])[C:4]=1[CH2:5][NH:6][C:7]1[C:8]2[N:9]([C:13]([CH3:17])=[C:14]([CH3:16])[N:15]=2)[CH:10]=[CH:11][CH:12]=1.N1C=CC=CC=1.Cl[C:30]([O:32][CH3:33])=[O:31]. The catalyst is C(Cl)Cl. The product is [CH3:16][C:14]1[N:15]=[C:8]2[C:7]([NH:6][CH2:5][C:4]3[C:18]([CH3:22])=[CH:19][CH:20]=[CH:21][C:3]=3[CH2:2][NH:1][C:30](=[O:31])[O:32][CH3:33])=[CH:12][CH:11]=[CH:10][N:9]2[C:13]=1[CH3:17]. The yield is 0.250. (3) The reactants are [I:1][C:2]1[CH:8]=[CH:7][C:5]([NH2:6])=[C:4]([CH3:9])[CH:3]=1.F[C:11]1[CH:12]=[N:13][CH:14]=[CH:15][C:16]=1[C:17]([OH:19])=[O:18].[Li+].C[Si]([N-][Si](C)(C)C)(C)C. The catalyst is C1COCC1. The product is [I:1][C:2]1[CH:8]=[CH:7][C:5]([NH:6][C:15]2[CH:14]=[N:13][CH:12]=[CH:11][C:16]=2[C:17]([OH:19])=[O:18])=[C:4]([CH3:9])[CH:3]=1. The yield is 0.590. (4) The yield is 0.880. The reactants are [N:1]1([C:7]([C:9]2[S:10][CH:11]=[CH:12][CH:13]=2)=[O:8])[CH2:6][CH2:5][NH:4][CH2:3][CH2:2]1.Cl[C:15]1[C:24]2[C:19](=[CH:20][CH:21]=[CH:22][CH:23]=2)[NH:18][C:17](=[O:25])[C:16]=1[C:26]#[N:27]. The catalyst is C1(C)C=CC=CC=1. The product is [O:25]=[C:17]1[C:16]([C:26]#[N:27])=[C:15]([N:4]2[CH2:5][CH2:6][N:1]([C:7]([C:9]3[S:10][CH:11]=[CH:12][CH:13]=3)=[O:8])[CH2:2][CH2:3]2)[C:24]2[C:19](=[CH:20][CH:21]=[CH:22][CH:23]=2)[NH:18]1. (5) The reactants are [H-].[Na+].BrC[CH2:5][CH2:6][CH2:7][N:8]([CH2:21][CH2:22]C)[S:9]([C:12]1[C:17]([CH3:18])=[CH:16][C:15]([CH3:19])=[CH:14][C:13]=1[CH3:20])(=[O:11])=[O:10].[C:24]1([CH3:79])[CH:29]=[C:28]([CH3:30])[CH:27]=[C:26]([CH3:31])[C:25]=1[S:32]([N:35]([CH2:60][CH2:61]CN(S(C1C(C)=CC(C)=CC=1C)(=O)=O)CCC)[CH2:36][CH2:37][CH2:38][CH2:39][NH:40][C:41]([C:54]1[CH:59]=[CH:58][CH:57]=[CH:56][CH:55]=1)([C:48]1[CH:53]=[CH:52][CH:51]=[CH:50][CH:49]=1)[C:42]1[CH:47]=[CH:46][CH:45]=[CH:44][CH:43]=1)(=[O:34])=[O:33].C1(C)C=CC=CC=1.CCOC(C)=O. The catalyst is CN(C=O)C. The product is [C:24]1([CH3:79])[CH:29]=[C:28]([CH3:30])[CH:27]=[C:26]([CH3:31])[C:25]=1[S:32]([N:35]([CH2:60][CH2:61][CH2:22][CH2:21][N:8]([S:9]([C:12]1[C:17]([CH3:18])=[CH:16][C:15]([CH3:19])=[CH:14][C:13]=1[CH3:20])(=[O:10])=[O:11])[CH2:7][CH2:6][CH3:5])[CH2:36][CH2:37][CH2:38][CH2:39][NH:40][C:41]([C:48]1[CH:53]=[CH:52][CH:51]=[CH:50][CH:49]=1)([C:54]1[CH:59]=[CH:58][CH:57]=[CH:56][CH:55]=1)[C:42]1[CH:47]=[CH:46][CH:45]=[CH:44][CH:43]=1)(=[O:33])=[O:34]. The yield is 0.850. (6) The catalyst is C(Cl)Cl.CN(C)C=O.O1CCCC1. The reactants are [Cl:1][C:2]1[CH:3]=[C:4]([C@@H:12]([CH2:16][CH:17]2[CH2:21][CH2:20][CH2:19][C:18]2=[O:22])[C:13](O)=[O:14])[CH:5]=[CH:6][C:7]=1[S:8]([CH3:11])(=[O:10])=[O:9].C(Cl)(=O)C(Cl)=O.[NH2:29][C:30]1[CH:35]=[N:34][CH:33]=[CH:32][N:31]=1.N1C=CC=CC=1. The product is [Cl:1][C:2]1[CH:3]=[C:4]([C@@H:12]([CH2:16][CH:17]2[CH2:21][CH2:20][CH2:19][C:18]2=[O:22])[C:13]([NH:29][C:30]2[CH:35]=[N:34][CH:33]=[CH:32][N:31]=2)=[O:14])[CH:5]=[CH:6][C:7]=1[S:8]([CH3:11])(=[O:10])=[O:9]. The yield is 0.507. (7) The reactants are [CH:1]([CH:3]=O)=[O:2].[CH:5]1([NH:10][N:11]=[CH:12][C:13](=[O:15])[CH3:14])[CH2:9][CH2:8][CH2:7][CH2:6]1. The catalyst is O. The product is [OH:15][C:13]1[C:12]([C:1](=[O:2])[CH3:3])=[N:11][N:10]([CH:5]2[CH2:6][CH2:7][CH2:8][CH2:9]2)[CH:14]=1. The yield is 0.530. (8) The reactants are [CH2:1]([O:8][C:9]([NH:11][CH2:12][CH2:13][CH2:14][O:15][N:16]1C(=O)C2=CC=CC=C2C1=O)=[O:10])[C:2]1[CH:7]=[CH:6][CH:5]=[CH:4][CH:3]=1.O1CCCC1.CN. The catalyst is C(O)C. The product is [CH2:1]([O:8][C:9]([NH:11][CH2:12][CH2:13][CH2:14][O:15][NH2:16])=[O:10])[C:2]1[CH:3]=[CH:4][CH:5]=[CH:6][CH:7]=1. The yield is 0.970. (9) The yield is 0.290. The reactants are [OH:1][C@@H:2]1[CH2:11][CH2:10][CH2:9][C:8]2[C:7]([C:12]#[N:13])=[CH:6][CH:5]=[CH:4][C:3]1=2.Cl.[NH2:15][OH:16].C(=O)(O)[O-].[Na+]. The product is [OH:16][NH:15][C:12]([C:7]1[C:8]2[CH2:9][CH2:10][CH2:11][C@@H:2]([OH:1])[C:3]=2[CH:4]=[CH:5][CH:6]=1)=[NH:13]. The catalyst is CCO.